From a dataset of Reaction yield outcomes from USPTO patents with 853,638 reactions. Predict the reaction yield, written as a fraction of the theoretical maximum amount of product (1.0 means a 100% yield; for example, 0.34 means a 34% yield). (1) The product is [C:15]([C:14]1[CH:18]=[CH:19][CH:20]=[CH:21][C:13]=1[CH:10]1[CH2:11][CH2:12][N:8]([C:6]([O:5][C:1]([CH3:4])([CH3:3])[CH3:2])=[O:7])[CH2:9]1)(=[O:16])[NH2:25]. The catalyst is ClCCl. The reactants are [C:1]([O:5][C:6]([N:8]1[CH2:12][CH2:11][CH:10]([C:13]2[CH:21]=[CH:20][CH:19]=[CH:18][C:14]=2[C:15](O)=[O:16])[CH2:9]1)=[O:7])([CH3:4])([CH3:3])[CH3:2].N.N.C[N:25]([P+](ON1N=NC2C=CC=CC1=2)(N(C)C)N(C)C)C.F[P-](F)(F)(F)(F)F. The yield is 1.00. (2) The reactants are I[C:2]1[C:3]([CH3:13])=[N:4][N:5]([C:7]2[CH:8]=[N:9][CH:10]=[CH:11][CH:12]=2)[CH:6]=1.[N:14]1[C:23]2[CH:22]([C:24](=O)C)CCCC=2C=CC=1.C1(N)CC1.C(=O)([O-])[O-].[Cs+].[Cs+]. The catalyst is CS(C)=O.O.[Cu]Br. The product is [CH:23]1([NH:14][C:2]2[C:3]([CH3:13])=[N:4][N:5]([C:7]3[CH:8]=[N:9][CH:10]=[CH:11][CH:12]=3)[CH:6]=2)[CH2:22][CH2:24]1. The yield is 0.179. (3) The reactants are C([O:4][CH2:5][CH2:6][CH2:7][CH2:8][CH2:9][CH2:10][CH2:11]CC=C)(=O)C.OOS([O-])=O.[K+].[O-:21]S([O-])=O.[Na+].[Na+].[CH3:27][CH2:28][O:29][C:30]([CH3:32])=[O:31]. The catalyst is CN(C=O)C.O=[Os](=O)(=O)=O. The product is [C:30]([O:29][CH2:28][CH2:27][CH2:11][CH2:10][CH2:9][CH2:8][CH2:7][CH2:6][C:5]([OH:4])=[O:21])(=[O:31])[CH3:32]. The yield is 0.930. (4) The reactants are [CH:1]([C:3]1[CH:4]=[C:5]2[C:9](=[CH:10][CH:11]=1)[NH:8][CH:7]=[CH:6]2)=[CH2:2].[C:12](O[C:12]([O:14][C:15]([CH3:18])([CH3:17])[CH3:16])=[O:13])([O:14][C:15]([CH3:18])([CH3:17])[CH3:16])=[O:13]. The catalyst is C(#N)C.CN(C1C=CN=CC=1)C.C(Cl)Cl. The product is [C:15]([O:14][C:12]([N:8]1[C:9]2[C:5](=[CH:4][C:3]([CH:1]=[CH2:2])=[CH:11][CH:10]=2)[CH:6]=[CH:7]1)=[O:13])([CH3:18])([CH3:17])[CH3:16]. The yield is 0.590. (5) The reactants are [CH3:1][S:2]([NH2:5])(=[O:4])=[O:3].[H-].[Na+].[CH2:8]([O:15][C:16]1[CH:21]=[CH:20][C:19]([C:22]2[N:26]([CH:27]3[CH2:32][CH2:31][CH2:30][CH2:29][CH2:28]3)[C:25]3[CH:33]=[CH:34][C:35]([C:37](O)=[O:38])=[CH:36][C:24]=3[N:23]=2)=[CH:18][CH:17]=1)[C:9]1[CH:14]=[CH:13][CH:12]=[CH:11][CH:10]=1.ClCCl. The catalyst is CN(C)C=O. The product is [CH2:8]([O:15][C:16]1[CH:17]=[CH:18][C:19]([C:22]2[N:26]([CH:27]3[CH2:28][CH2:29][CH2:30][CH2:31][CH2:32]3)[C:25]3[CH:33]=[CH:34][C:35]([C:37]([NH:5][S:2]([CH3:1])(=[O:4])=[O:3])=[O:38])=[CH:36][C:24]=3[N:23]=2)=[CH:20][CH:21]=1)[C:9]1[CH:14]=[CH:13][CH:12]=[CH:11][CH:10]=1. The yield is 0.520. (6) The reactants are [N:1]1[CH:2]=[CH:3][N:4]2[CH:9]=[C:8]([CH2:10][O:11][C:12]3[CH:17]=[CH:16][NH:15][C:14](=[O:18])[CH:13]=3)[CH:7]=[CH:6][C:5]=12.Br[C:20]1[CH:21]=[CH:22][C:23]2[C:24]3[CH2:33][N:32]([C:34]([O:36][C:37]([CH3:40])([CH3:39])[CH3:38])=[O:35])[CH2:31][CH2:30][C:25]=3[N:26]([CH3:29])[C:27]=2[CH:28]=1.OC1C=CC=C2C=1N=CC=C2.C([O-])([O-])=O.[Cs+].[Cs+]. The catalyst is CS(C)=O.[Cu]I. The product is [N:1]1[CH:2]=[CH:3][N:4]2[CH:9]=[C:8]([CH2:10][O:11][C:12]3[CH:17]=[CH:16][N:15]([C:20]4[CH:21]=[CH:22][C:23]5[C:24]6[CH2:33][N:32]([C:34]([O:36][C:37]([CH3:40])([CH3:39])[CH3:38])=[O:35])[CH2:31][CH2:30][C:25]=6[N:26]([CH3:29])[C:27]=5[CH:28]=4)[C:14](=[O:18])[CH:13]=3)[CH:7]=[CH:6][C:5]=12. The yield is 0.280. (7) The reactants are [Si]([O:8][C:9]1[C:17]2[N:16]=[C:15]([CH:18]([F:20])[F:19])[N:14]([C:21]3[N:26]=[C:25]([N:27]4[CH2:32][CH2:31][O:30][CH2:29][CH2:28]4)[N:24]=[C:23]([N:33]4[CH2:38][CH2:37][N:36]([C:39]([O:41][C:42]([CH3:45])([CH3:44])[CH3:43])=[O:40])[CH2:35][CH2:34]4)[N:22]=3)[C:13]=2[CH:12]=[CH:11][CH:10]=1)(C(C)(C)C)(C)C.[F-].C([N+](CCCC)(CCCC)CCCC)CCC. The catalyst is C1COCC1. The product is [F:20][CH:18]([F:19])[C:15]1[N:14]([C:21]2[N:26]=[C:25]([N:27]3[CH2:28][CH2:29][O:30][CH2:31][CH2:32]3)[N:24]=[C:23]([N:33]3[CH2:38][CH2:37][N:36]([C:39]([O:41][C:42]([CH3:45])([CH3:43])[CH3:44])=[O:40])[CH2:35][CH2:34]3)[N:22]=2)[C:13]2[CH:12]=[CH:11][CH:10]=[C:9]([OH:8])[C:17]=2[N:16]=1. The yield is 1.00. (8) The reactants are S(=O)(=O)(O)[OH:2].[CH2:6]([N:13]1[CH2:18][CH2:17][C:16]([CH2:21][C:22]#[N:23])([C:19]#N)[CH2:15][CH2:14]1)[C:7]1[CH:12]=[CH:11][CH:10]=[CH:9][CH:8]=1.[OH-:24].[Na+]. The catalyst is C(O)(=O)C. The product is [CH2:6]([N:13]1[CH2:14][CH2:15][C:16]2([C:19](=[O:24])[NH:23][C:22](=[O:2])[CH2:21]2)[CH2:17][CH2:18]1)[C:7]1[CH:8]=[CH:9][CH:10]=[CH:11][CH:12]=1. The yield is 0.818. (9) The reactants are Cl[C:2]1[C:11]2[C:6](=[C:7]([N+:13]([O-:15])=[O:14])[C:8]([CH3:12])=[CH:9][CH:10]=2)[CH:5]=[CH:4][N:3]=1.[F:16][C:17]([F:26])([F:25])[C:18]1[CH:19]=[C:20]([NH2:24])[CH:21]=[CH:22][CH:23]=1. The catalyst is C(O)(C)C. The product is [CH3:12][C:8]1[C:7]([N+:13]([O-:15])=[O:14])=[C:6]2[C:11](=[CH:10][CH:9]=1)[C:2]([NH:24][C:20]1[CH:21]=[CH:22][CH:23]=[C:18]([C:17]([F:16])([F:25])[F:26])[CH:19]=1)=[N:3][CH:4]=[CH:5]2. The yield is 0.790. (10) The reactants are [CH3:1][C:2]1[N:7]([C:8]2[CH:13]=[CH:12][CH:11]=[C:10]([C:14]([F:17])([F:16])[F:15])[CH:9]=2)[C:6](=[O:18])[C:5]([C:19]([OH:21])=[O:20])=[CH:4][CH:3]=1.C(=O)([O-])[O-].[Na+].[Na+].I[CH2:29][CH3:30]. The catalyst is CN1C(=O)CCC1. The product is [CH3:1][C:2]1[N:7]([C:8]2[CH:13]=[CH:12][CH:11]=[C:10]([C:14]([F:16])([F:17])[F:15])[CH:9]=2)[C:6](=[O:18])[C:5]([C:19]([O:21][CH2:29][CH3:30])=[O:20])=[CH:4][CH:3]=1. The yield is 0.870.